This data is from Peptide-MHC class I binding affinity with 185,985 pairs from IEDB/IMGT. The task is: Regression. Given a peptide amino acid sequence and an MHC pseudo amino acid sequence, predict their binding affinity value. This is MHC class I binding data. (1) The binding affinity (normalized) is 0.362. The peptide sequence is KELGVHMSL. The MHC is HLA-A32:07 with pseudo-sequence HLA-A32:07. (2) The peptide sequence is VVYHDDDNT. The MHC is HLA-A68:02 with pseudo-sequence HLA-A68:02. The binding affinity (normalized) is 0.